Dataset: Reaction yield outcomes from USPTO patents with 853,638 reactions. Task: Predict the reaction yield, written as a fraction of the theoretical maximum amount of product (1.0 means a 100% yield; for example, 0.34 means a 34% yield). The reactants are Cl[CH2:2][CH2:3][CH2:4][N:5]1[CH:13]=[N:12][C:11]2[C:6]1=[N:7][C:8]([NH2:15])=[N:9][C:10]=2[Cl:14].[N-:16]=[N+:17]=[N-:18].[Na+].O. The catalyst is CS(C)=O. The product is [N:16]([CH2:2][CH2:3][CH2:4][N:5]1[CH:13]=[N:12][C:11]2[C:6]1=[N:7][C:8]([NH2:15])=[N:9][C:10]=2[Cl:14])=[N+:17]=[N-:18]. The yield is 0.240.